From a dataset of Forward reaction prediction with 1.9M reactions from USPTO patents (1976-2016). Predict the product of the given reaction. (1) Given the reactants [Cl:1][C:2]1[CH:3]=[CH:4][C:5]([O:34][CH3:35])=[C:6]([C:8]2[C:17]3[C:12](=[CH:13][C:14]([S:18]([O:21]C4C(F)=C(F)C(F)=C(F)C=4F)(=[O:20])=O)=[CH:15][CH:16]=3)[C:11](=[O:33])[NH:10][N:9]=2)[CH:7]=1.[N:36]1[CH:41]=[CH:40][C:39]([NH2:42])=[N:38][CH:37]=1.C[Si]([N-][Si](C)(C)C)(C)C.[Li+], predict the reaction product. The product is: [Cl:1][C:2]1[CH:3]=[CH:4][C:5]([O:34][CH3:35])=[C:6]([C:8]2[C:17]3[C:12](=[CH:13][C:14]([S:18]([NH:42][C:39]4[CH:40]=[CH:41][N:36]=[CH:37][N:38]=4)(=[O:21])=[O:20])=[CH:15][CH:16]=3)[C:11](=[O:33])[NH:10][N:9]=2)[CH:7]=1. (2) Given the reactants Br[C:2]1[CH:9]=[C:8]([F:10])[CH:7]=[CH:6][C:3]=1[CH:4]=[O:5].[Cl:11][C:12]1[CH:17]=[CH:16][CH:15]=[CH:14][C:13]=1B(O)O.C(=O)([O-])[O-].[Na+].[Na+].C(Cl)Cl, predict the reaction product. The product is: [Cl:11][C:12]1[CH:17]=[CH:16][CH:15]=[CH:14][C:13]=1[C:9]1[CH:2]=[C:3]([CH:6]=[CH:7][C:8]=1[F:10])[CH:4]=[O:5]. (3) Given the reactants [CH:1]1[C:13]2[C:12](=[CH:14][C:15]#[N:16])[C:11]3[C:6](=[CH:7][CH:8]=[CH:9][CH:10]=3)[C:5]=2[CH:4]=[CH:3][CH:2]=1, predict the reaction product. The product is: [CH:1]1[C:13]2[CH:12]([CH2:14][C:15]#[N:16])[C:11]3[C:6](=[CH:7][CH:8]=[CH:9][CH:10]=3)[C:5]=2[CH:4]=[CH:3][CH:2]=1.